This data is from Peptide-MHC class I binding affinity with 185,985 pairs from IEDB/IMGT. The task is: Regression. Given a peptide amino acid sequence and an MHC pseudo amino acid sequence, predict their binding affinity value. This is MHC class I binding data. (1) The peptide sequence is YVVSRRGDL. The MHC is HLA-B57:01 with pseudo-sequence HLA-B57:01. The binding affinity (normalized) is 0.0847. (2) The peptide sequence is RVFDKADGK. The MHC is HLA-A02:01 with pseudo-sequence HLA-A02:01. The binding affinity (normalized) is 0.357. (3) The peptide sequence is ALPPRAYAM. The MHC is Patr-B2401 with pseudo-sequence YYTKYREISTNTDENTLYWTFRFYTWAVRAYTWY. The binding affinity (normalized) is 0. (4) The peptide sequence is LSNFGAPSY. The MHC is HLA-A24:02 with pseudo-sequence HLA-A24:02. The binding affinity (normalized) is 0. (5) The peptide sequence is NMAPEKVDF. The MHC is HLA-B27:05 with pseudo-sequence HLA-B27:05. The binding affinity (normalized) is 0.0847. (6) The peptide sequence is AQRAAGPSV. The MHC is HLA-B15:42 with pseudo-sequence HLA-B15:42. The binding affinity (normalized) is 0.345. (7) The peptide sequence is GHLAASVTL. The MHC is HLA-B39:01 with pseudo-sequence HLA-B39:01. The binding affinity (normalized) is 0.619.